This data is from Reaction yield outcomes from USPTO patents with 853,638 reactions. The task is: Predict the reaction yield, written as a fraction of the theoretical maximum amount of product (1.0 means a 100% yield; for example, 0.34 means a 34% yield). (1) The reactants are FC(F)(F)C(O)=O.[CH3:8][N:9]([CH2:17][C@H:18]1[CH2:21][C@H:20]([O:22][C:23]2[CH:28]=[CH:27][C:26]([CH2:29][N:30]3[CH2:34][CH2:33][CH2:32][CH2:31]3)=[CH:25][CH:24]=2)[CH2:19]1)C(=O)OC(C)(C)C. The catalyst is ClCCl. The product is [CH3:8][NH:9][CH2:17][C@H:18]1[CH2:21][C@H:20]([O:22][C:23]2[CH:28]=[CH:27][C:26]([CH2:29][N:30]3[CH2:34][CH2:33][CH2:32][CH2:31]3)=[CH:25][CH:24]=2)[CH2:19]1. The yield is 0.740. (2) The reactants are [I:1][C:2]1[CH:3]=[C:4]2[C:9](=[CH:10][CH:11]=1)[N:8]=[CH:7][NH:6][C:5]2=O.P(Cl)(Cl)(Cl)=O.C([N:20](CC)CC)C.[CH2:25](N)[C:26]1[CH:31]=[CH:30][CH:29]=[CH:28][CH:27]=1. The catalyst is C(C(C)=O)C(C)C.C1(C)C=CC=CC=1. The product is [I:1][C:2]1[CH:3]=[C:4]2[C:9](=[CH:10][CH:11]=1)[N:8]=[C:7]([NH2:20])[N:6]=[C:5]2[CH2:25][C:26]1[CH:31]=[CH:30][CH:29]=[CH:28][CH:27]=1. The yield is 0.840. (3) The reactants are C[O:2][C:3]([CH:5]1[CH2:10][CH:9]([CH2:11][CH2:12][CH2:13][CH2:14][CH2:15][F:16])[CH2:8][CH2:7][NH:6]1)=[O:4].[OH-].[Na+].[C:19](O[C:19]([O:21][C:22]([CH3:25])([CH3:24])[CH3:23])=[O:20])([O:21][C:22]([CH3:25])([CH3:24])[CH3:23])=[O:20]. The catalyst is C(O)(C)(C)C. The product is [C:22]([O:21][C:19]([N:6]1[CH2:7][CH2:8][CH:9]([CH2:11][CH2:12][CH2:13][CH2:14][CH2:15][F:16])[CH2:10][CH:5]1[C:3]([OH:2])=[O:4])=[O:20])([CH3:25])([CH3:24])[CH3:23]. The yield is 0.710.